This data is from Full USPTO retrosynthesis dataset with 1.9M reactions from patents (1976-2016). The task is: Predict the reactants needed to synthesize the given product. (1) Given the product [CH2:1]([O:3][C:4](=[O:19])/[C:5](/[O:16][CH2:17][CH3:18])=[CH:6]/[C:7]1[CH:8]=[C:9]2[C:13](=[CH:14][CH:15]=1)[N:12]([CH2:21][C:22]1[N:23]=[C:24]([C:28]3[CH:33]=[CH:32][CH:31]=[CH:30][C:29]=3[O:34][CH3:35])[O:25][C:26]=1[CH3:27])[CH:11]=[CH:10]2)[CH3:2], predict the reactants needed to synthesize it. The reactants are: [CH2:1]([O:3][C:4](=[O:19])/[C:5](/[O:16][CH2:17][CH3:18])=[CH:6]/[C:7]1[CH:8]=[C:9]2[C:13](=[CH:14][CH:15]=1)[NH:12][CH:11]=[CH:10]2)[CH3:2].Cl[CH2:21][C:22]1[N:23]=[C:24]([C:28]2[CH:33]=[CH:32][CH:31]=[CH:30][C:29]=2[O:34][CH3:35])[O:25][C:26]=1[CH3:27]. (2) Given the product [NH:8]1[CH2:13][CH2:12][O:11][C@H:10]([CH2:14][NH:15][C:16](=[O:22])[O:17][C:18]([CH3:20])([CH3:19])[CH3:21])[CH2:9]1, predict the reactants needed to synthesize it. The reactants are: C1(C[N:8]2[CH2:13][CH2:12][O:11][C@H:10]([CH2:14][NH:15][C:16](=[O:22])[O:17][C:18]([CH3:21])([CH3:20])[CH3:19])[CH2:9]2)C=CC=CC=1.N#N. (3) Given the product [C:1]([O:5][C:6]([N:8]1[CH2:13][CH2:12][CH:11]([C:14]([NH:16][C:17]2[CH:32]=[CH:31][C:30](/[CH:36]=[CH:35]/[C:34]#[N:37])=[CH:29][C:18]=2[C:19]([NH:21][C:22]2[CH:27]=[CH:26][C:25]([Cl:28])=[CH:24][N:23]=2)=[O:20])=[O:15])[CH2:10][CH2:9]1)=[O:7])([CH3:4])([CH3:3])[CH3:2], predict the reactants needed to synthesize it. The reactants are: [C:1]([O:5][C:6]([N:8]1[CH2:13][CH2:12][CH:11]([C:14]([NH:16][C:17]2[CH:32]=[CH:31][C:30](I)=[CH:29][C:18]=2[C:19]([NH:21][C:22]2[CH:27]=[CH:26][C:25]([Cl:28])=[CH:24][N:23]=2)=[O:20])=[O:15])[CH2:10][CH2:9]1)=[O:7])([CH3:4])([CH3:3])[CH3:2].[C:34](#[N:37])[CH:35]=[CH2:36]. (4) Given the product [CH2:1]([O:8][C:9]([N:11]1[CH2:15][CH2:14][CH2:13][CH:12]1[C:16](=[O:18])[NH2:20])=[O:10])[C:2]1[CH:7]=[CH:6][CH:5]=[CH:4][CH:3]=1, predict the reactants needed to synthesize it. The reactants are: [CH2:1]([O:8][C:9]([N:11]1[CH2:15][CH2:14][CH2:13][CH:12]1[C:16]([OH:18])=O)=[O:10])[C:2]1[CH:7]=[CH:6][CH:5]=[CH:4][CH:3]=1.C[N:20]1CCOCC1.ClC(OCC)=O.